Dataset: Forward reaction prediction with 1.9M reactions from USPTO patents (1976-2016). Task: Predict the product of the given reaction. (1) Given the reactants Br[C:2]1[CH:10]=[CH:9][C:5]([C:6]([OH:8])=O)=[CH:4][CH:3]=1.[NH2:11][CH2:12][CH2:13][OH:14].CN(C(ON1N=NC2C=CC=NC1=2)=[N+](C)C)C.F[P-](F)(F)(F)(F)F.CCN(C(C)C)C(C)C, predict the reaction product. The product is: [OH:14][CH2:13][CH2:12][NH:11][C:6](=[O:8])[C:5]1[CH:4]=[CH:3][CH:2]=[CH:10][CH:9]=1. (2) Given the reactants Cl[C:2]1[N:7]2[N:8]=[C:9]([CH:11]3C[CH2:12]3)[CH:10]=[C:6]2[N:5]=[C:4]([NH:14][C:15](=[O:26])[C:16]2[CH:21]=[CH:20][C:19]([C:22]([OH:25])([CH3:24])[CH3:23])=[CH:18][CH:17]=2)[CH:3]=1.[C:27]([N:30]1[CH2:36][CH2:35][CH2:34][NH:33][CH2:32][CH2:31]1)(=[O:29])[CH3:28], predict the reaction product. The product is: [C:27]([N:30]1[CH2:36][CH2:35][CH2:34][N:33]([C:2]2[N:7]3[N:8]=[C:9]([CH2:11][CH3:12])[CH:10]=[C:6]3[N:5]=[C:4]([NH:14][C:15](=[O:26])[C:16]3[CH:21]=[CH:20][C:19]([C:22]([OH:25])([CH3:23])[CH3:24])=[CH:18][CH:17]=3)[CH:3]=2)[CH2:32][CH2:31]1)(=[O:29])[CH3:28]. (3) The product is: [CH2:1]([N:3]1[C:12]2[C:7](=[CH:8][C:9]([OH:15])=[C:10]([CH3:14])[C:11]=2[CH3:13])[CH2:6][C:5]2([CH2:17][CH2:18][CH2:19]2)[CH2:4]1)[CH3:2]. Given the reactants [CH2:1]([N:3]1[C:12]2[C:7](=[CH:8][C:9]([O:15]C)=[C:10]([CH3:14])[C:11]=2[CH3:13])[CH2:6][C:5]2([CH2:19][CH2:18][CH2:17]2)[CH2:4]1)[CH3:2].B(Br)(Br)Br.CCOC(C)=O.CCCCCC, predict the reaction product. (4) Given the reactants [OH-].[Na+].[I:3][C:4]1[C:9]([OH:10])=[C:8]([CH2:11][CH2:12][CH2:13][CH2:14][O:15][CH3:16])[CH:7]=[C:6]([I:17])[N:5]=1.[CH3:18]I.O, predict the reaction product. The product is: [I:3][C:4]1[C:9]([O:10][CH3:18])=[C:8]([CH2:11][CH2:12][CH2:13][CH2:14][O:15][CH3:16])[CH:7]=[C:6]([I:17])[N:5]=1. (5) Given the reactants [CH3:1][CH:2]([CH3:18])[C:3]([NH:5][C:6]1[CH:11]=[CH:10][CH:9]=[C:8]([CH:12]2[CH2:17][CH2:16][NH:15][CH2:14][CH2:13]2)[CH:7]=1)=[O:4].[CH3:19][O:20][C:21]1[CH:22]=[C:23]([CH:26]=[CH:27][CH:28]=1)[CH2:24]Cl.C(N(C(C)C)CC)(C)C.N, predict the reaction product. The product is: [CH3:19][O:20][C:21]1[CH:22]=[C:23]([CH:26]=[CH:27][CH:28]=1)[CH2:24][N:15]1[CH2:16][CH2:17][CH:12]([C:8]2[CH:7]=[C:6]([NH:5][C:3](=[O:4])[CH:2]([CH3:18])[CH3:1])[CH:11]=[CH:10][CH:9]=2)[CH2:13][CH2:14]1. (6) Given the reactants [CH3:1][C:2]1[C:9]([CH3:10])=[CH:8][C:5]([C:6]#[N:7])=[C:4]([N+:11]([O-])=O)[CH:3]=1, predict the reaction product. The product is: [CH3:1][C:2]1[C:9]([CH3:10])=[CH:8][C:5]([C:6]#[N:7])=[C:4]([NH2:11])[CH:3]=1. (7) Given the reactants [C:1]([O:5][C:6](=[O:39])[CH2:7][CH2:8][C:9]1[CH:14]=[CH:13][C:12]([O:15][CH2:16][CH2:17][C:18]2[N:19]=[C:20]([C:24]3[CH:29]=[CH:28][C:27]([OH:30])=[CH:26][CH:25]=3)[O:21][C:22]=2[CH3:23])=[CH:11][C:10]=1[CH2:31][NH:32][C:33]([O:35][CH:36]([CH3:38])[CH3:37])=[O:34])([CH3:4])([CH3:3])[CH3:2].[O:40]1[CH2:45][CH2:44][CH:43](O)[CH2:42][CH2:41]1.C1(P(C2C=CC=CC=2)C2C=CC=CC=2)C=CC=CC=1.CC(OC(/N=N/C(OC(C)C)=O)=O)C, predict the reaction product. The product is: [C:1]([O:5][C:6](=[O:39])[CH2:7][CH2:8][C:9]1[CH:14]=[CH:13][C:12]([O:15][CH2:16][CH2:17][C:18]2[N:19]=[C:20]([C:24]3[CH:25]=[CH:26][C:27]([O:30][CH:43]4[CH2:44][CH2:45][O:40][CH2:41][CH2:42]4)=[CH:28][CH:29]=3)[O:21][C:22]=2[CH3:23])=[CH:11][C:10]=1[CH2:31][NH:32][C:33]([O:35][CH:36]([CH3:37])[CH3:38])=[O:34])([CH3:4])([CH3:3])[CH3:2].